Dataset: Reaction yield outcomes from USPTO patents with 853,638 reactions. Task: Predict the reaction yield, written as a fraction of the theoretical maximum amount of product (1.0 means a 100% yield; for example, 0.34 means a 34% yield). (1) The reactants are [CH2:1]([N:4]1[CH2:10][CH2:9][CH2:8][N:7]([C:11]2[CH:21]=[CH:20][C:14]([C:15]([O:17]CC)=O)=[CH:13][CH:12]=2)[CH2:6][CH2:5]1)[CH:2]=[CH2:3].[CH3:22][O:23][C:24]1[CH:25]=[C:26]([CH2:32][CH2:33][C:34]2[CH:35]=[C:36]([NH2:39])[NH:37][N:38]=2)[CH:27]=[C:28]([O:30][CH3:31])[CH:29]=1.C[Al](C)C.C(Cl)Cl.CCOCC. The catalyst is C1(C)C=CC=CC=1. The product is [CH3:31][O:30][C:28]1[CH:27]=[C:26]([CH2:32][CH2:33][C:34]2[CH:35]=[C:36]([NH:39][C:15](=[O:17])[C:14]3[CH:13]=[CH:12][C:11]([N:7]4[CH2:8][CH2:9][CH2:10][N:4]([CH2:1][CH:2]=[CH2:3])[CH2:5][CH2:6]4)=[CH:21][CH:20]=3)[NH:37][N:38]=2)[CH:25]=[C:24]([O:23][CH3:22])[CH:29]=1. The yield is 0.145. (2) The reactants are [OH:1][CH:2]([C:6]1[CH:11]=[CH:10][C:9]([C:12]2[N:16]=[C:15]([C:17]3[C:21]([C:22]([F:25])([F:24])[F:23])=[C:20]([C:26]4[CH:31]=[CH:30][CH:29]=[CH:28][CH:27]=4)[O:19][N:18]=3)[O:14][N:13]=2)=[CH:8][CH:7]=1)[C:3](O)=[O:4].Cl.[CH2:33]([NH2:35])[CH3:34].CN(C(ON1N=NC2C=CC=NC1=2)=[N+](C)C)C.F[P-](F)(F)(F)(F)F.CN1CCOCC1. The catalyst is CN(C=O)C. The yield is 0.698. The product is [CH2:33]([NH:35][C:3](=[O:4])[CH:2]([OH:1])[C:6]1[CH:7]=[CH:8][C:9]([C:12]2[N:16]=[C:15]([C:17]3[C:21]([C:22]([F:24])([F:25])[F:23])=[C:20]([C:26]4[CH:31]=[CH:30][CH:29]=[CH:28][CH:27]=4)[O:19][N:18]=3)[O:14][N:13]=2)=[CH:10][CH:11]=1)[CH3:34]. (3) The reactants are [S:1]1[C:5]2[CH:6]=[CH:7][CH:8]=[CH:9][C:4]=2[N:3]=[C:2]1[C:10]1[C:11]([NH2:22])=[N:12][NH:13][C:14]=1[N:15]=[CH:16][C:17]1[NH:18][CH:19]=[CH:20][N:21]=1.[BH4-].[Na+]. No catalyst specified. The product is [S:1]1[C:5]2[CH:6]=[CH:7][CH:8]=[CH:9][C:4]=2[N:3]=[C:2]1[C:10]1[C:11]([NH2:22])=[N:12][NH:13][C:14]=1[NH:15][CH2:16][C:17]1[NH:21][CH:20]=[CH:19][N:18]=1. The yield is 0.840. (4) The reactants are FC(F)(F)C(O)=O.[CH3:8][O:9][C:10](=[O:30])[CH2:11][C:12]1[C:21]([CH3:22])=[C:20]([CH:23]2[CH2:28][CH2:27][NH:26][CH2:25][CH2:24]2)[C:19]2[C:14](=[CH:15][CH:16]=[C:17]([F:29])[CH:18]=2)[CH:13]=1.C(N(CC)C(C)C)(C)C.[F:40][C:41]([F:53])([F:52])[C:42]1[CH:43]=[C:44]([S:48](Cl)(=[O:50])=[O:49])[CH:45]=[CH:46][CH:47]=1.O. The catalyst is C(Cl)Cl. The product is [CH3:8][O:9][C:10](=[O:30])[CH2:11][C:12]1[C:21]([CH3:22])=[C:20]([CH:23]2[CH2:24][CH2:25][N:26]([S:48]([C:44]3[CH:45]=[CH:46][CH:47]=[C:42]([C:41]([F:40])([F:52])[F:53])[CH:43]=3)(=[O:50])=[O:49])[CH2:27][CH2:28]2)[C:19]2[C:14](=[CH:15][CH:16]=[C:17]([F:29])[CH:18]=2)[CH:13]=1. The yield is 0.840. (5) The product is [CH3:15][O:16][C:9](=[O:10])[CH2:8][C:5]1[CH:6]=[CH:7][C:2]([Cl:1])=[C:3]([N+:12]([O-:14])=[O:13])[CH:4]=1. The reactants are [Cl:1][C:2]1[CH:7]=[CH:6][C:5]([CH2:8][C:9](N)=[O:10])=[CH:4][C:3]=1[N+:12]([O-:14])=[O:13].[CH3:15][OH:16]. No catalyst specified. The yield is 0.890. (6) The reactants are [NH2:1][CH:2]([C:4]1[CH:9]=[CH:8][C:7]([NH:10][S:11]([CH3:14])(=[O:13])=[O:12])=[C:6]([CH:15]=[CH2:16])[CH:5]=1)[CH3:3].C(N(CC)CC)C.[C:24]([C:28]1[CH:33]=[CH:32][C:31]([N:34]=[C:35]=[O:36])=[CH:30][CH:29]=1)([CH3:27])([CH3:26])[CH3:25]. The catalyst is C(Cl)Cl. The product is [C:24]([C:28]1[CH:33]=[CH:32][C:31]([NH:34][C:35](=[O:36])[NH:1][C@@H:2]([C:4]2[CH:9]=[CH:8][C:7]([NH:10][S:11]([CH3:14])(=[O:13])=[O:12])=[C:6]([CH:15]=[CH2:16])[CH:5]=2)[CH3:3])=[CH:30][CH:29]=1)([CH3:27])([CH3:25])[CH3:26]. The yield is 0.380.